Regression. Given a peptide amino acid sequence and an MHC pseudo amino acid sequence, predict their binding affinity value. This is MHC class I binding data. From a dataset of Peptide-MHC class I binding affinity with 185,985 pairs from IEDB/IMGT. (1) The peptide sequence is LMNVITLVY. The MHC is HLA-A30:02 with pseudo-sequence HLA-A30:02. The binding affinity (normalized) is 1.00. (2) The peptide sequence is SYIPSAEKI. The MHC is H-2-Kb with pseudo-sequence H-2-Kb. The binding affinity (normalized) is 0.517. (3) The MHC is HLA-A23:01 with pseudo-sequence HLA-A23:01. The peptide sequence is LAYVVIGLLF. The binding affinity (normalized) is 0.668. (4) The peptide sequence is VLRGFLILGK. The MHC is HLA-A31:01 with pseudo-sequence HLA-A31:01. The binding affinity (normalized) is 0.589.